Dataset: Catalyst prediction with 721,799 reactions and 888 catalyst types from USPTO. Task: Predict which catalyst facilitates the given reaction. (1) Reactant: NC1C=C(C)C2C(=CC3C(C=2)=CC=CC=3)C=1C#N.[C:19]([C:21]1[CH:26]=[CH:25][C:24]([CH3:27])=[CH:23][C:22]=1[NH:28][C:29](=O)[C:30]1[CH:35]=[CH:34][CH:33]=[CH:32][C:31]=1[O:36][CH3:37])#[N:20].C[O:40]C1C(C(Cl)=O)=CC=CC=1. Product: [CH3:37][O:36][C:31]1[CH:32]=[CH:33][CH:34]=[CH:35][C:30]=1[C:29]1[NH:20][C:19](=[O:40])[C:21]2[C:22](=[CH:23][C:24]([CH3:27])=[CH:25][CH:26]=2)[N:28]=1. The catalyst class is: 17. (2) Reactant: CS(C)=O.Cl[C:6]1[C:15]2[C:10](=[CH:11][CH:12]=[CH:13][CH:14]=2)[C:9]([N+:16]([O-:18])=[O:17])=[CH:8][CH:7]=1.C(=O)([O-])[O-].[Cs+].[Cs+].[CH:25]1([CH2:28][NH:29][CH2:30][CH2:31][CH3:32])[CH2:27][CH2:26]1. Product: [CH:25]1([CH2:28][N:29]([C:6]2[C:15]3[C:10](=[CH:11][CH:12]=[CH:13][CH:14]=3)[C:9]([N+:16]([O-:18])=[O:17])=[CH:8][CH:7]=2)[CH2:30][CH2:31][CH3:32])[CH2:27][CH2:26]1. The catalyst class is: 6. (3) Reactant: [CH3:1][C:2]1[S:6][C:5]([NH2:7])=[N:4][CH:3]=1.Br[C:9]1[C:10](=[O:17])[N:11]([CH3:16])[CH:12]=[C:13]([Br:15])[CH:14]=1.CC1(C)C2C(=C(P(C3C=CC=CC=3)C3C=CC=CC=3)C=CC=2)OC2C(P(C3C=CC=CC=3)C3C=CC=CC=3)=CC=CC1=2. Product: [Br:15][C:13]1[CH:14]=[C:9]([NH:7][C:5]2[S:6][C:2]([CH3:1])=[CH:3][N:4]=2)[C:10](=[O:17])[N:11]([CH3:16])[CH:12]=1. The catalyst class is: 102. (4) Reactant: [C:1]([NH2:5])([CH3:4])([CH3:3])[CH3:2].CCN(CC)CC.Br[CH2:14][C:15]1[CH:24]=[C:23]2[C:18]([C:19](=[O:25])[CH2:20][CH2:21][O:22]2)=[CH:17][C:16]=1[Cl:26]. Product: [C:1]([NH:5][CH2:14][C:15]1[CH:24]=[C:23]2[C:18]([C:19](=[O:25])[CH2:20][CH2:21][O:22]2)=[CH:17][C:16]=1[Cl:26])([CH3:4])([CH3:3])[CH3:2]. The catalyst class is: 2.